From a dataset of Forward reaction prediction with 1.9M reactions from USPTO patents (1976-2016). Predict the product of the given reaction. (1) Given the reactants [O:1]1[CH:5]=[CH:4][N:3]=[C:2]1[C:6]1[CH:20]=[CH:19][C:9]([O:10][C:11]2[CH:18]=[CH:17][C:14]([CH:15]=O)=[CH:13][CH:12]=2)=[CH:8][CH:7]=1.[C@H:21]12[CH2:27][C@H:24]([NH:25][CH2:26]1)[CH2:23][N:22]2[CH2:28][C:29]1[CH:38]=[CH:37][C:32]([C:33]([O:35][CH3:36])=[O:34])=[CH:31][CH:30]=1.C(O[BH-](OC(=O)C)OC(=O)C)(=O)C.[Na+].[OH-].[Na+], predict the reaction product. The product is: [O:1]1[CH:5]=[CH:4][N:3]=[C:2]1[C:6]1[CH:20]=[CH:19][C:9]([O:10][C:11]2[CH:18]=[CH:17][C:14]([CH2:15][N:25]3[CH2:26][C@@H:21]4[CH2:27][C@H:24]3[CH2:23][N:22]4[CH2:28][C:29]3[CH:38]=[CH:37][C:32]([C:33]([O:35][CH3:36])=[O:34])=[CH:31][CH:30]=3)=[CH:13][CH:12]=2)=[CH:8][CH:7]=1. (2) The product is: [C:1]([O:5][C:6](=[O:7])[NH:8][CH:9]1[CH2:10][C:11]2[C:16](=[CH:15][CH:14]=[N:13][CH:12]=2)[NH:17][C:21]1=[O:23])([CH3:4])([CH3:3])[CH3:2]. Given the reactants [C:1]([O:5][C:6]([NH:8][C:9]([C:21]([O:23]C)=O)=[CH:10][C:11]1[CH:12]=[N+:13]([O-])[CH:14]=[CH:15][C:16]=1[N+:17]([O-])=O)=[O:7])([CH3:4])([CH3:3])[CH3:2].[H][H], predict the reaction product. (3) Given the reactants [C:1]1([C:7]2[NH:11][CH:10]=[C:9]([C:12]([O:14][CH2:15][CH3:16])=[O:13])[CH:8]=2)[CH:6]=[CH:5][CH:4]=[CH:3][CH:2]=1.[H-].[Na+].C1OCCOCCOCCOCCOC1.[S:34]1[CH:38]=[CH:37][CH:36]=[C:35]1[S:39](Cl)(=[O:41])=[O:40], predict the reaction product. The product is: [C:1]1([C:7]2[N:11]([S:39]([C:35]3[S:34][CH:38]=[CH:37][CH:36]=3)(=[O:41])=[O:40])[CH:10]=[C:9]([C:12]([O:14][CH2:15][CH3:16])=[O:13])[CH:8]=2)[CH:2]=[CH:3][CH:4]=[CH:5][CH:6]=1. (4) Given the reactants C(OC([NH:8][NH:9][C:10]([C:12]1[C:17]([F:18])=[CH:16][CH:15]=[CH:14][C:13]=1[F:19])=N)=O)(C)(C)C.[Br:20][C:21]1[CH:26]=[CH:25][C:24]([C:27](=O)[CH:28]=[N:29]O)=[CH:23][CH:22]=1.C([O-])(=O)C.[Na+].O, predict the reaction product. The product is: [Br:20][C:21]1[CH:26]=[CH:25][C:24]([C:27]2[N:8]=[N:9][C:10]([C:12]3[C:13]([F:19])=[CH:14][CH:15]=[CH:16][C:17]=3[F:18])=[N:29][CH:28]=2)=[CH:23][CH:22]=1. (5) Given the reactants [Br:1][C:2]1[C:3](=[O:10])[N:4]([CH3:9])[CH:5]=[C:6](I)[CH:7]=1.[C:11]([O:14][CH2:15][C:16]1[C:17]([N:31]2[N:40]=[CH:39][C:38]3[C:33](=[C:34]([F:45])[CH:35]=[C:36]([C:41]([CH3:44])([CH3:43])[CH3:42])[CH:37]=3)[C:32]2=[O:46])=[N:18][CH:19]=[CH:20][C:21]=1B1OC(C)(C)C(C)(C)O1)(=[O:13])[CH3:12].C([O-])(=O)C.[Na+].[O-]P([O-])([O-])=O.[K+].[K+].[K+], predict the reaction product. The product is: [C:11]([O:14][CH2:15][C:16]1[C:17]([N:31]2[N:40]=[CH:39][C:38]3[C:33](=[C:34]([F:45])[CH:35]=[C:36]([C:41]([CH3:43])([CH3:42])[CH3:44])[CH:37]=3)[C:32]2=[O:46])=[N:18][CH:19]=[CH:20][C:21]=1[C:6]1[CH:7]=[C:2]([Br:1])[C:3](=[O:10])[N:4]([CH3:9])[CH:5]=1)(=[O:13])[CH3:12]. (6) Given the reactants [Cl:1][C:2]1[CH:3]=[C:4]2[C:9](=[CH:10][C:11]=1[O:12][CH:13]([CH3:15])[CH3:14])[N:8]=[C:7]([O:16][CH3:17])[C:6]([C:18](=O)[CH3:19])=[CH:5]2.[CH3:21][C:22]([S@:25]([NH2:27])=[O:26])([CH3:24])[CH3:23], predict the reaction product. The product is: [Cl:1][C:2]1[CH:3]=[C:4]2[C:9](=[CH:10][C:11]=1[O:12][CH:13]([CH3:15])[CH3:14])[N:8]=[C:7]([O:16][CH3:17])[C:6](/[C:18](=[N:27]/[S@@:25]([C:22]([CH3:24])([CH3:23])[CH3:21])=[O:26])/[CH3:19])=[CH:5]2. (7) Given the reactants [Cl:1][C:2]1[N:3]([C@@H:16]2[O:30][C@H:29]([CH2:31][O:32]C(C3C=CC(C)=CC=3)=O)[C@@H:18]([O:19]C(C3C=CC(C)=CC=3)=O)[CH2:17]2)[C:4]2[C:9]([C:10]=1[C:11](=[O:13])[CH3:12])=[CH:8][C:7]([Cl:14])=[C:6]([Cl:15])[CH:5]=2.C[O-].[Na+], predict the reaction product. The product is: [Cl:1][C:2]1[N:3]([C@@H:16]2[O:30][C@H:29]([CH2:31][OH:32])[C@@H:18]([OH:19])[CH2:17]2)[C:4]2[C:9]([C:10]=1[C:11](=[O:13])[CH3:12])=[CH:8][C:7]([Cl:14])=[C:6]([Cl:15])[CH:5]=2. (8) Given the reactants Br[C:2]1[CH:3]=[CH:4][CH:5]=[C:6]2[C:11]=1[N:10]([CH3:12])[CH:9]=[C:8]([O:13][CH2:14][C:15]1[CH:20]=[CH:19][C:18]([O:21][CH3:22])=[CH:17][CH:16]=1)[C:7]2=[O:23].[C:24]([Zn]C#N)#[N:25], predict the reaction product. The product is: [CH3:22][O:21][C:18]1[CH:19]=[CH:20][C:15]([CH2:14][O:13][C:8]2[C:7](=[O:23])[C:6]3[C:11](=[C:2]([C:24]#[N:25])[CH:3]=[CH:4][CH:5]=3)[N:10]([CH3:12])[CH:9]=2)=[CH:16][CH:17]=1. (9) Given the reactants ClS(C1C=CC(C(O)=O)=CC=1)(=O)=O.CC1OC(C)CNC1.[Cl:22][C:23]1[CH:29]=[CH:28][C:26]([NH2:27])=[CH:25][C:24]=1[C:30]1[CH:35]=[CH:34][CH:33]=[CH:32][N:31]=1.[CH3:36][CH:37]1[CH2:42][N:41]([S:43]([C:46]2[CH:54]=[CH:53][C:49]([C:50](O)=[O:51])=[CH:48][CH:47]=2)(=[O:45])=[O:44])[CH2:40][CH:39]([CH3:55])[O:38]1, predict the reaction product. The product is: [Cl:22][C:23]1[CH:29]=[CH:28][C:26]([NH:27][C:50](=[O:51])[C:49]2[CH:53]=[CH:54][C:46]([S:43]([N:41]3[CH2:40][CH:39]([CH3:55])[O:38][CH:37]([CH3:36])[CH2:42]3)(=[O:45])=[O:44])=[CH:47][CH:48]=2)=[CH:25][C:24]=1[C:30]1[CH:35]=[CH:34][CH:33]=[CH:32][N:31]=1.